This data is from Experimentally validated miRNA-target interactions with 360,000+ pairs, plus equal number of negative samples. The task is: Binary Classification. Given a miRNA mature sequence and a target amino acid sequence, predict their likelihood of interaction. (1) The miRNA is mmu-miR-3103-3p with sequence UAACCUCUGAUCCUUCCCACAG. The protein sequence of the target gene is MLGKDYMLAIILVNCDDDLWGDQNLEGETGLPPGWRKIRDAAGTYYWHVPSGSTQWQRPTWELPGAEDPGRGTEGIWELRPPKGRSFSSLDSSLNRSNSLTWYSEDSYVRSLEPGAKCFAVRSLGWVEVPEEDLAPGKSSIAVNNCIQQLAQTRNRSQPHDGTWGEGQNMLMILKKDAMSLLNPLDHSLIHCQPLVHIRVWGVGSSKGRDRDFAFVAGDKDSCMLKCHVFHCDVPAKAIASALQGLCAQILSERVGVSGEAACCSPDPISPEDLPRQVELLDAVSQAAQKYEALYMGILP.... Result: 0 (no interaction). (2) The miRNA is cel-miR-35-3p with sequence UCACCGGGUGGAAACUAGCAGU. The protein sequence of the target gene is MAFSLEEAAGRIKDCWDNQEVPALSTCSNANIFRRINAILDDSLDFSKVCTTPINRGIHDQLPDFQDSEETVTSRMLFPTSAQESPRGLPDANGLCLGLQSLSLTGWDRPWSTQDSDSSAQSSTQSVLSMLQNPLGNVLGKAPLSFLSLDPLGSDLDKFPAPSVRGSRLDTRPILDSRSSSPSDSDTSGFSSGSDHLSDLISSLRISPPLPFLSMTGNGPRDPLKMGVGSRMDQEQAALAAVAPSPTSAPKRWPGASVWPSWDLLGAPKDPFSIEREARLHRQAAAVNEATCTWSGQLPP.... Result: 0 (no interaction). (3) The miRNA is hsa-miR-8081 with sequence CUUGAGUCGUGCCUUUCUGAAUG. The protein sequence of the target gene is MSTSFTMIGGEGPNSYREHSKYQGALVIAAKEKINEAISTKLDIDFTSNLVNIADFGCSSGPNTFTAVQTLIDAVENKYKKESNIEGIEFQVFFNDSSNNDFNTLFKTLPPARLYFASGVPGSFFGRVLPKNSLHVGVSSYSLHFVSKVPKEIKDRDSLVWNKDIHCSGSSKEVVKLYLGQYKIDVGSFLTARAQELVSGGLLLLLGSCRPTGVQMFETVEGMMIDFIGSSLNEIANQGLIDQQKLDTFKLPIYAPNVDELKQIIEDNKCFTIEAFEKISHAKGEYPLDPEYLTSAFKVT.... Result: 0 (no interaction).